From a dataset of Full USPTO retrosynthesis dataset with 1.9M reactions from patents (1976-2016). Predict the reactants needed to synthesize the given product. (1) Given the product [F:35][C:7]([F:6])([F:34])[C:8]([N:10]1[C:15]2[CH:16]=[CH:17][CH:18]=[C:19]([CH2:20][OH:21])[C:14]=2[O:13][C:12]([C:28]2[CH:29]=[CH:30][CH:31]=[CH:32][CH:33]=2)=[CH:11]1)=[O:9], predict the reactants needed to synthesize it. The reactants are: NCC(O)=O.[F:6][C:7]([F:35])([F:34])[C:8]([N:10]1[C:15]2[CH:16]=[CH:17][CH:18]=[C:19]([CH2:20][O:21]C(=O)C(F)(F)F)[C:14]=2[O:13][C:12]([C:28]2[CH:33]=[CH:32][CH:31]=[CH:30][CH:29]=2)=[CH:11]1)=[O:9].O. (2) The reactants are: [CH2:1]([N:8]1[CH2:14][CH2:13][CH2:12][CH2:11][C:10]([NH:30][C:31]([N:33]2[CH2:38][CH2:37][CH:36]([N:39]3[CH2:48][C:47]4[C:42](=[CH:43][CH:44]=[CH:45][CH:46]=4)[NH:41][C:40]3=[O:49])[CH2:35][CH2:34]2)=[O:32])([CH2:15][C:16]2[CH:21]=[CH:20][C:19]([O:22]CC3C=CC=CC=3)=[CH:18][CH:17]=2)[C:9]1=[O:50])[C:2]1[CH:7]=[CH:6][CH:5]=[CH:4][CH:3]=1. Given the product [CH2:1]([N:8]1[CH2:14][CH2:13][CH2:12][CH2:11][C:10]([NH:30][C:31]([N:33]2[CH2:34][CH2:35][CH:36]([N:39]3[CH2:48][C:47]4[C:42](=[CH:43][CH:44]=[CH:45][CH:46]=4)[NH:41][C:40]3=[O:49])[CH2:37][CH2:38]2)=[O:32])([CH2:15][C:16]2[CH:17]=[CH:18][C:19]([OH:22])=[CH:20][CH:21]=2)[C:9]1=[O:50])[C:2]1[CH:3]=[CH:4][CH:5]=[CH:6][CH:7]=1, predict the reactants needed to synthesize it.